This data is from NCI-60 drug combinations with 297,098 pairs across 59 cell lines. The task is: Regression. Given two drug SMILES strings and cell line genomic features, predict the synergy score measuring deviation from expected non-interaction effect. Drug 1: CN1CCC(CC1)COC2=C(C=C3C(=C2)N=CN=C3NC4=C(C=C(C=C4)Br)F)OC. Drug 2: C1=CC(=CC=C1CCCC(=O)O)N(CCCl)CCCl. Cell line: NCI-H322M. Synergy scores: CSS=30.7, Synergy_ZIP=-1.18, Synergy_Bliss=-1.22, Synergy_Loewe=-45.5, Synergy_HSA=-3.07.